This data is from Catalyst prediction with 721,799 reactions and 888 catalyst types from USPTO. The task is: Predict which catalyst facilitates the given reaction. Reactant: [K].[Cl:2][C:3]1[C:4](OC(N2CCN(C)CC2)=O)=[N:5][CH:6]=[CH:7][CH:8]=1.[F:19][C:20]([F:34])([F:33])[C:21]1[CH:22]=[C:23]([NH:31][NH2:32])[CH:24]=[C:25]([C:27]([F:30])([F:29])[F:28])[CH:26]=1.[CH3:35][N:36]1[CH2:41][CH2:40][O:39][CH2:38][CH2:37]1.F[P-](F)(F)(F)(F)F.N1(O[P+](N(C)C)(N(C)C)[N:60]([CH3:62])[CH3:61])C2C=CC=CC=2N=N1. Product: [F:19][C:20]([F:33])([F:34])[C:21]1[CH:22]=[C:23]([NH:31][NH:32][C:38](=[O:39])[CH:37]([C:4]2[C:3]([Cl:2])=[CH:8][CH:7]=[CH:6][N:5]=2)[N:36]2[CH2:35][CH2:61][N:60]([CH3:62])[CH2:40][CH2:41]2)[CH:24]=[C:25]([C:27]([F:30])([F:28])[F:29])[CH:26]=1. The catalyst class is: 31.